This data is from Full USPTO retrosynthesis dataset with 1.9M reactions from patents (1976-2016). The task is: Predict the reactants needed to synthesize the given product. (1) Given the product [O:1]1[C:6]2[CH:7]=[CH:8][C:9]([O:11][CH:12]3[CH2:17][CH2:16][N:15]([CH2:41][CH2:40][CH2:39][CH2:38][C:29]4[C:30]5[C:31](=[N:32][CH:33]=[C:34]([C:36]#[N:37])[CH:35]=5)[NH:27][CH:28]=4)[CH2:14][CH2:13]3)=[CH:10][C:5]=2[O:4][CH2:3][CH2:2]1, predict the reactants needed to synthesize it. The reactants are: [O:1]1[C:6]2[CH:7]=[CH:8][C:9]([O:11][CH:12]3[CH2:17][CH2:16][NH:15][CH2:14][CH2:13]3)=[CH:10][C:5]=2[O:4][CH2:3][CH2:2]1.[H-].[Na+].C(OC([N:27]1[C:31]2=[N:32][CH:33]=[C:34]([C:36]#[N:37])[CH:35]=[C:30]2[C:29]([CH2:38][CH2:39][CH2:40][CH2:41]OS(C)(=O)=O)=[CH:28]1)=O)(C)(C)C. (2) The reactants are: [F:1][C:2]1[CH:3]=[C:4]([CH2:9][C:10]([NH:12][C@H:13]([C:15]([OH:17])=O)[CH3:14])=[O:11])[CH:5]=[C:6]([F:8])[CH:7]=1.[NH2:18][CH:19]1[CH:26]([CH3:27])[CH2:25][CH2:24][NH:23][C:21](=[O:22])[CH2:20]1. Given the product [F:8][C:6]1[CH:5]=[C:4]([CH2:9][C:10]([NH:12][C@H:13]([C:15]([NH:18][CH:19]2[CH:26]([CH3:27])[CH2:25][CH2:24][NH:23][C:21](=[O:22])[CH2:20]2)=[O:17])[CH3:14])=[O:11])[CH:3]=[C:2]([F:1])[CH:7]=1, predict the reactants needed to synthesize it. (3) Given the product [CH3:1][C:2]1[O:3][C:4]([C:15]([NH2:20])=[O:17])=[C:5]([CH2:7][CH2:8][C:9]2[CH:14]=[CH:13][CH:12]=[CH:11][CH:10]=2)[N:6]=1, predict the reactants needed to synthesize it. The reactants are: [CH3:1][C:2]1[O:3][C:4]([C:15]([O:17]CC)=O)=[C:5]([CH2:7][CH2:8][C:9]2[CH:14]=[CH:13][CH:12]=[CH:11][CH:10]=2)[N:6]=1.[NH3:20].CO. (4) Given the product [C:7]1([C:3]2[S:4][CH:5]=[CH:6][C:2]=2[B:13]([OH:18])[OH:14])[CH:12]=[CH:11][CH:10]=[CH:9][CH:8]=1, predict the reactants needed to synthesize it. The reactants are: Br[C:2]1[CH:6]=[CH:5][S:4][C:3]=1[C:7]1[CH:12]=[CH:11][CH:10]=[CH:9][CH:8]=1.[B:13](OC(C)C)([O:18]C(C)C)[O:14]C(C)C.[Li]CCCC.